Predict the product of the given reaction. From a dataset of Forward reaction prediction with 1.9M reactions from USPTO patents (1976-2016). (1) Given the reactants CCN(C(C)C)C(C)C.[Br:10][C:11]1[CH:26]=[CH:25][C:14]2[NH:15][C@@H:16]([CH2:19][C:20]([O:22][CH2:23][CH3:24])=[O:21])[CH2:17][O:18][C:13]=2[CH:12]=1.[O:27]=[C:28]1[CH2:33][O:32][C:31]2[CH:34]=[CH:35][C:36]([C:38](O)=[O:39])=[CH:37][C:30]=2[NH:29]1.C(P1(=O)OP(=O)(CCC)OP(=O)(CCC)O1)CC, predict the reaction product. The product is: [Br:10][C:11]1[CH:26]=[CH:25][C:14]2[N:15]([C:38]([C:36]3[CH:35]=[CH:34][C:31]4[O:32][CH2:33][C:28](=[O:27])[NH:29][C:30]=4[CH:37]=3)=[O:39])[C@@H:16]([CH2:19][C:20]([O:22][CH2:23][CH3:24])=[O:21])[CH2:17][O:18][C:13]=2[CH:12]=1. (2) Given the reactants [CH2:1]([O:8][C:9]1[C:10]([C:30]([NH:32][CH2:33][C:34]([O:36][CH2:37][CH3:38])=[O:35])=[O:31])=[N:11][C:12]([CH2:16][CH:17]2[CH2:22][CH2:21][N:20]([C:23]3[N:28]=[CH:27][C:26](Br)=[CH:25][N:24]=3)[CH2:19][CH2:18]2)=[N:13][C:14]=1[CH3:15])[C:2]1[CH:7]=[CH:6][CH:5]=[CH:4][CH:3]=1.[CH3:39][C:40]1[CH:45]=[CH:44][C:43](B(O)O)=[CH:42][CH:41]=1.O.P([O-])([O-])([O-])=O.[K+].[K+].[K+], predict the reaction product. The product is: [CH2:1]([O:8][C:9]1[C:10]([C:30]([NH:32][CH2:33][C:34]([O:36][CH2:37][CH3:38])=[O:35])=[O:31])=[N:11][C:12]([CH2:16][CH:17]2[CH2:22][CH2:21][N:20]([C:23]3[N:28]=[CH:27][C:26]([C:43]4[CH:44]=[CH:45][C:40]([CH3:39])=[CH:41][CH:42]=4)=[CH:25][N:24]=3)[CH2:19][CH2:18]2)=[N:13][C:14]=1[CH3:15])[C:2]1[CH:7]=[CH:6][CH:5]=[CH:4][CH:3]=1. (3) The product is: [CH3:23][C:24]1[C:29]([C:30]([N:32]2[CH2:37][CH2:36][CH:35]([N:38]3[CH2:39][CH2:40][CH2:41][C@H:42]3[CH2:65][O:66][C:67](=[O:74])[C:68]3[CH:73]=[CH:72][CH:71]=[CH:70][CH:69]=3)[CH2:34][CH2:33]2)=[O:31])=[C:28]([CH3:43])[CH:27]=[C:26]([C:44]2[CH:49]=[CH:48][CH:47]=[C:46]([C:50]([F:53])([F:52])[F:51])[CH:45]=2)[N:25]=1. Given the reactants BrC1C=C(C)C(C(N2CCC(N3CCCC3)CC2)=O)=C(C)C=1.[CH3:23][C:24]1[C:29]([C:30]([N:32]2[CH2:37][CH2:36][CH:35]([N:38]3[CH2:42][CH2:41][CH2:40][CH2:39]3)[CH2:34][CH2:33]2)=[O:31])=[C:28]([CH3:43])[CH:27]=[C:26]([C:44]2[CH:49]=[CH:48][CH:47]=[C:46]([C:50]([F:53])([F:52])[F:51])[CH:45]=2)[N:25]=1.N1CCC(N2CCC[C@H]2[CH2:65][O:66][C:67](=[O:74])[C:68]2[CH:73]=[CH:72][CH:71]=[CH:70][CH:69]=2)CC1, predict the reaction product. (4) Given the reactants FC(F)(F)C(O)=O.[Cl:8][C:9]1[CH:14]=[C:13]2[NH:15][C:16](=[O:38])[C:17]3([CH:21]([C:22]4[CH:27]=[CH:26][CH:25]=[C:24]([Cl:28])[C:23]=4[F:29])[CH:20]([C:30]([OH:32])=O)[NH:19][CH:18]3[CH2:33][C:34]([CH3:37])([CH3:36])[CH3:35])[C:12]2=[CH:11][CH:10]=1.C(N(C(C)C)CC)(C)C.C1(P(Cl)(C2C=CC=CC=2)=O)C=CC=CC=1.[CH3:63][S:64]([C:67]1[CH:73]=[CH:72][C:70]([NH2:71])=[CH:69][CH:68]=1)(=[O:66])=[O:65], predict the reaction product. The product is: [CH3:63][S:64]([C:67]1[CH:73]=[CH:72][C:70]([NH:71][C:30]([CH:20]2[NH:19][CH:18]([CH2:33][C:34]([CH3:35])([CH3:36])[CH3:37])[C:17]3([C:12]4[C:13](=[CH:14][C:9]([Cl:8])=[CH:10][CH:11]=4)[NH:15][C:16]3=[O:38])[CH:21]2[C:22]2[CH:27]=[CH:26][CH:25]=[C:24]([Cl:28])[C:23]=2[F:29])=[O:32])=[CH:69][CH:68]=1)(=[O:65])=[O:66]. (5) Given the reactants [F:1][C:2]1[CH:7]=[CH:6][C:5]([C:8]2[S:12][C:11]3[CH:13]=[C:14]([O:17]C)[CH:15]=[CH:16][C:10]=3[C:9]=2[O:19][C:20]2[CH:33]=[CH:32][C:23](/[CH:24]=[CH:25]/[C:26]3[O:27][C:28]([CH3:31])=[N:29][N:30]=3)=[CH:22][CH:21]=2)=[C:4]([CH3:34])[CH:3]=1.B(Br)(Br)Br, predict the reaction product. The product is: [F:1][C:2]1[CH:7]=[CH:6][C:5]([C:8]2[S:12][C:11]3[CH:13]=[C:14]([OH:17])[CH:15]=[CH:16][C:10]=3[C:9]=2[O:19][C:20]2[CH:21]=[CH:22][C:23](/[CH:24]=[CH:25]/[C:26]3[O:27][C:28]([CH3:31])=[N:29][N:30]=3)=[CH:32][CH:33]=2)=[C:4]([CH3:34])[CH:3]=1. (6) Given the reactants F[C:2]1[N:7]=[C:6]([C:8]([NH:10][NH2:11])=[O:9])C=[CH:4][CH:3]=1.[N:12]1C=CC=NC=1C(O)=O.FC1N=C(C(O)=O)C=CC=1, predict the reaction product. The product is: [N:7]1[CH:2]=[CH:3][CH:4]=[N:12][C:6]=1[C:8]([NH:10][NH2:11])=[O:9]. (7) Given the reactants N(C(OC(C)C)=O)=NC(OC(C)C)=O.[O:15]([CH2:23][C:24]1[CH:25]=[C:26]([CH:29]=[CH:30][CH:31]=1)[CH2:27]O)[Si:16]([C:19]([CH3:22])([CH3:21])[CH3:20])([CH3:18])[CH3:17].[C:32]1(=[O:42])[NH:36][C:35](=[O:37])[C:34]2=[CH:38][CH:39]=[CH:40][CH:41]=[C:33]12.C1(P(C2C=CC=CC=2)C2C=CC=CC=2)C=CC=CC=1, predict the reaction product. The product is: [O:15]([CH2:23][C:24]1[CH:25]=[C:26]([CH:29]=[CH:30][CH:31]=1)[CH2:27][C:41]1[CH:40]=[CH:39][CH:38]=[C:34]2[C:35]([NH:36][C:32](=[O:42])[C:33]=12)=[O:37])[Si:16]([C:19]([CH3:22])([CH3:21])[CH3:20])([CH3:18])[CH3:17]. (8) Given the reactants [CH:1]1[CH:27]=[CH:26][CH:25]=[C:24]2[C:2]=1[NH:3][C:4]1[C:5]2=[CH:6][CH:7]=[C:8]2[C:16]=1[N:15]([C:17]1[CH:22]=[CH:21][CH:20]=[CH:19][C:18]=1[SH:23])[C:14]1[C:9]2=[CH:10][CH:11]=[CH:12][CH:13]=1.[CH2:28]1[C:33](=[O:34])[N:32](Cl)[C:30](=[O:31])[CH2:29]1.CCN(CC)CC, predict the reaction product. The product is: [CH:1]1[CH:27]=[CH:26][CH:25]=[C:24]2[C:2]=1[NH:3][C:4]1[C:5]2=[CH:6][CH:7]=[C:8]2[C:16]=1[N:15]([C:17]1[CH:22]=[CH:21][CH:20]=[CH:19][C:18]=1[S:23][N:32]1[C:33](=[O:34])[CH2:28][CH2:29][C:30]1=[O:31])[C:14]1[C:9]2=[CH:10][CH:11]=[CH:12][CH:13]=1.